From a dataset of Full USPTO retrosynthesis dataset with 1.9M reactions from patents (1976-2016). Predict the reactants needed to synthesize the given product. (1) Given the product [CH:1]1([CH2:4][N:27]2[C:28]3[N:29]=[CH:30][N:31]=[CH:32][C:33]=3[C:25]([C:23]([C:21]3[CH:20]=[CH:19][N:18]=[C:17]([NH:16][C:14](=[O:15])[CH2:13][N:9]4[C:10]([CH3:12])=[CH:11][C:7]([CH3:6])=[N:8]4)[CH:22]=3)=[O:24])=[CH:26]2)[CH2:3][CH2:2]1, predict the reactants needed to synthesize it. The reactants are: [CH:1]1([CH2:4]Br)[CH2:3][CH2:2]1.[CH3:6][C:7]1[CH:11]=[C:10]([CH3:12])[N:9]([CH2:13][C:14]([NH:16][C:17]2[CH:22]=[C:21]([C:23]([C:25]3[C:33]4[CH:32]=[N:31][CH:30]=[N:29][C:28]=4[NH:27][CH:26]=3)=[O:24])[CH:20]=[CH:19][N:18]=2)=[O:15])[N:8]=1.C(=O)([O-])[O-].[K+].[K+].[Cl-].[NH4+]. (2) Given the product [CH:22]1[N:4]2[C:3]([CH2:2][S:1][C:6]3[CH:7]=[CH:8][CH:9]=[CH:10][C:5]=32)=[C:19]([C:18]([O:15][CH2:13][CH3:16])=[O:21])[N:23]=1, predict the reactants needed to synthesize it. The reactants are: [S:1]1[C:6]2[CH:7]=[CH:8][CH:9]=[CH:10][C:5]=2[NH:4][C:3](=O)[CH2:2]1.C[C:13]([CH3:16])([O-:15])C.[K+].[C:18]([OH:21])(=O)[CH3:19].[CH3:22][N:23](C=O)C. (3) Given the product [CH3:18][O:19][C:20]1[CH:27]=[CH:26][C:23]([CH2:24][NH:25][CH:1]([C:4]2[CH:17]=[CH:16][C:7]3[CH:8]=[C:9]([C:11]([O:13][CH2:14][CH3:15])=[O:12])[S:10][C:6]=3[CH:5]=2)[CH3:2])=[CH:22][CH:21]=1, predict the reactants needed to synthesize it. The reactants are: [C:1]([C:4]1[CH:17]=[CH:16][C:7]2[CH:8]=[C:9]([C:11]([O:13][CH2:14][CH3:15])=[O:12])[S:10][C:6]=2[CH:5]=1)(=O)[CH3:2].[CH3:18][O:19][C:20]1[CH:27]=[CH:26][C:23]([CH2:24][NH2:25])=[CH:22][CH:21]=1.C(O)(=O)C.[BH-](OC(C)=O)(OC(C)=O)OC(C)=O.[Na+]. (4) Given the product [C:4]([O:3][C:1](=[O:2])[N:8]([C@H:9]([C:11](=[O:13])[NH:49][C@@H:50]([CH:71]1[CH2:76][CH2:75][CH2:74][CH2:73][CH2:72]1)[C:51](=[O:52])[N:53]1[CH2:57][CH2:56][CH2:55][C@H:54]1[C:58]1[CH:63]=[CH:62][CH:61]=[C:60]([O:64][C:65]2[CH:66]=[CH:67][CH:68]=[CH:69][CH:70]=2)[CH:59]=1)[CH3:10])[CH3:14])([CH3:5])([CH3:6])[CH3:7], predict the reactants needed to synthesize it. The reactants are: [C:1]([N:8]([CH3:14])[C@H:9]([C:11]([OH:13])=O)[CH3:10])([O:3][C:4]([CH3:7])([CH3:6])[CH3:5])=[O:2].C1C=CC2N(O)N=NC=2C=1.CN(C(ON1N=NC2C=CC=CC1=2)=[N+](C)C)C.F[P-](F)(F)(F)(F)F.[NH2:49][C@@H:50]([CH:71]1[CH2:76][CH2:75][CH2:74][CH2:73][CH2:72]1)[C:51]([N:53]1[CH2:57][CH2:56][CH2:55][C@H:54]1[C:58]1[CH:63]=[CH:62][CH:61]=[C:60]([O:64][C:65]2[CH:70]=[CH:69][CH:68]=[CH:67][CH:66]=2)[CH:59]=1)=[O:52].CCN(C(C)C)C(C)C. (5) Given the product [Br:6][C:7]1[CH:8]=[C:9]([CH:13]=[CH:14][CH:15]=1)[C:10]([NH:5][CH2:4][CH2:3][O:2][CH3:1])=[O:11], predict the reactants needed to synthesize it. The reactants are: [CH3:1][O:2][CH2:3][CH2:4][NH2:5].[Br:6][C:7]1[CH:8]=[C:9]([CH:13]=[CH:14][CH:15]=1)[C:10](O)=[O:11].CCN(C(C)C)C(C)C.CN(C(ON1N=NC2C=CC=NC1=2)=[N+](C)C)C.F[P-](F)(F)(F)(F)F. (6) Given the product [CH3:17][C:9]1[CH:14]=[C:13]2[C:12](=[CH:11][CH:10]=1)[NH:15][C:2]1[CH2:3][CH2:4][CH2:5][CH2:6][C:1]2=1, predict the reactants needed to synthesize it. The reactants are: [C:1]1(=O)[CH2:6][CH2:5][CH2:4][CH2:3][CH2:2]1.Cl.[C:9]1([CH3:17])[CH:14]=[CH:13][C:12]([NH:15]N)=[CH:11][CH:10]=1. (7) Given the product [ClH:33].[NH2:7][C@@H:8]1[CH2:10][C@H:9]1[C:11]1[CH:12]=[CH:13][C:14]([NH:17][C:18]([C:20]2[CH:25]=[CH:24][C:23]([C:26]3[CH:31]=[CH:30][CH:29]=[CH:28][CH:27]=3)=[CH:22][CH:21]=2)=[O:19])=[CH:15][CH:16]=1, predict the reactants needed to synthesize it. The reactants are: C(OC(=O)[NH:7][C@@H:8]1[CH2:10][C@H:9]1[C:11]1[CH:16]=[CH:15][C:14]([NH:17][C:18]([C:20]2[CH:25]=[CH:24][C:23]([C:26]3[CH:31]=[CH:30][CH:29]=[CH:28][CH:27]=3)=[CH:22][CH:21]=2)=[O:19])=[CH:13][CH:12]=1)(C)(C)C.[ClH:33].C(OCC)(=O)C. (8) Given the product [Br:1][C:2]1[CH:3]=[C:4]2[C:8](=[CH:9][CH:10]=1)[N:7]([CH2:30][CH:28]([OH:29])[CH2:27][O:20][C:21]1[CH:26]=[CH:25][CH:24]=[CH:23][CH:22]=1)[C:6]1[CH:11]=[N:12][C:13]([C:15]([O:17][CH2:18][CH3:19])=[O:16])=[CH:14][C:5]2=1, predict the reactants needed to synthesize it. The reactants are: [Br:1][C:2]1[CH:3]=[C:4]2[C:8](=[CH:9][CH:10]=1)[NH:7][C:6]1[CH:11]=[N:12][C:13]([C:15]([O:17][CH2:18][CH3:19])=[O:16])=[CH:14][C:5]2=1.[O:20]([CH2:27][CH:28]1[CH2:30][O:29]1)[C:21]1[CH:26]=[CH:25][CH:24]=[CH:23][CH:22]=1.